Dataset: Forward reaction prediction with 1.9M reactions from USPTO patents (1976-2016). Task: Predict the product of the given reaction. Given the reactants F[P-](F)(F)(F)(F)F.N1(OC(N(C)C)=[N+](C)C)C2N=CC=CC=2N=N1.[C:25]([O:29][C:30]([NH:32][C:33]1([C:48](O)=[O:49])[CH2:38][CH2:37][N:36]([C:39]2[C:40]3[CH:47]=[CH:46][NH:45][C:41]=3[N:42]=[CH:43][N:44]=2)[CH2:35][CH2:34]1)=[O:31])([CH3:28])([CH3:27])[CH3:26].C(N(CC)C(C)C)(C)C.[NH2:60][CH:61]([C:68]1[CH:73]=[CH:72][C:71]([Cl:74])=[CH:70][CH:69]=1)[CH2:62][CH2:63][S:64]([NH2:67])(=[O:66])=[O:65], predict the reaction product. The product is: [Cl:74][C:71]1[CH:70]=[CH:69][C:68]([CH:61]([NH:60][C:48]([C:33]2([NH:32][C:30](=[O:31])[O:29][C:25]([CH3:28])([CH3:26])[CH3:27])[CH2:34][CH2:35][N:36]([C:39]3[C:40]4[CH:47]=[CH:46][NH:45][C:41]=4[N:42]=[CH:43][N:44]=3)[CH2:37][CH2:38]2)=[O:49])[CH2:62][CH2:63][S:64](=[O:65])(=[O:66])[NH2:67])=[CH:73][CH:72]=1.